From a dataset of Reaction yield outcomes from USPTO patents with 853,638 reactions. Predict the reaction yield, written as a fraction of the theoretical maximum amount of product (1.0 means a 100% yield; for example, 0.34 means a 34% yield). (1) The reactants are Cl[C:2]1[C:3]2[N:4]([CH:10]=[CH:11][CH:12]=2)[N:5]=[CH:6][C:7]=1[C:8]#[N:9].[Cl:13][C:14]1[CH:19]=[C:18]([Cl:20])[CH:17]=[CH:16][C:15]=1[C:21]1([NH2:24])[CH2:23][CH2:22]1.CCN(C(C)C)C(C)C. The catalyst is CN(C=O)C. The product is [Cl:13][C:14]1[CH:19]=[C:18]([Cl:20])[CH:17]=[CH:16][C:15]=1[C:21]1([NH:24][C:2]2[C:3]3[N:4]([CH:10]=[CH:11][CH:12]=3)[N:5]=[CH:6][C:7]=2[C:8]#[N:9])[CH2:22][CH2:23]1. The yield is 0.544. (2) The reactants are [Cl:1][C:2]1[CH:3]=[C:4]([CH2:27][CH:28]=O)[CH:5]=[CH:6][C:7]=1[C:8]1[N:12]=[C:11]([C:13]2[N:14]=[C:15]3[C:20]([Cl:21])=[CH:19][C:18]([C:22]([F:25])([F:24])[F:23])=[CH:17][N:16]3[CH:26]=2)[O:10][N:9]=1.[NH4+:30].[OH-].CC(O)=O.[C-:36]#[N:37].[Na+]. The catalyst is CO. The product is [NH2:30][CH:28]([CH2:27][C:4]1[CH:5]=[CH:6][C:7]([C:8]2[N:12]=[C:11]([C:13]3[N:14]=[C:15]4[C:20]([Cl:21])=[CH:19][C:18]([C:22]([F:23])([F:24])[F:25])=[CH:17][N:16]4[CH:26]=3)[O:10][N:9]=2)=[C:2]([Cl:1])[CH:3]=1)[C:36]#[N:37]. The yield is 0.240. (3) The reactants are [NH2:1][C:2]1[N:7]=[CH:6][N:5]=[C:4]2[N:8]([CH2:25][C@H:26]3[CH2:30][CH2:29][CH2:28][N:27]3C(OC(C)(C)C)=O)[N:9]=[C:10]([C:11]3[CH:16]=[CH:15][C:14]([O:17][C:18]4[CH:23]=[CH:22][CH:21]=[CH:20][C:19]=4[F:24])=[CH:13][CH:12]=3)[C:3]=12.FC(F)(F)C(O)=O. The catalyst is ClCCl. The product is [F:24][C:19]1[CH:20]=[CH:21][CH:22]=[CH:23][C:18]=1[O:17][C:14]1[CH:13]=[CH:12][C:11]([C:10]2[C:3]3[C:4](=[N:5][CH:6]=[N:7][C:2]=3[NH2:1])[N:8]([CH2:25][C@H:26]3[CH2:30][CH2:29][CH2:28][NH:27]3)[N:9]=2)=[CH:16][CH:15]=1. The yield is 0.620.